From a dataset of Catalyst prediction with 721,799 reactions and 888 catalyst types from USPTO. Predict which catalyst facilitates the given reaction. (1) Reactant: CCN(CC)CC.O[C@@H:9]([CH3:32])[C@@H:10]([NH:14][C:15]([O:17][CH:18]1[CH2:23][CH2:22][N:21]([C:24]([C:26]2[CH:31]=[CH:30][CH:29]=[CH:28][CH:27]=2)=[O:25])[CH2:20][CH2:19]1)=[O:16])[C:11]([OH:13])=[O:12].CN(C(ON1N=NC2C=CC=CC1=2)=[N+](C)C)C.F[P-](F)(F)(F)(F)F. Product: [C:24]([N:21]1[CH2:22][CH2:23][CH:18]([O:17][C:15](=[O:16])[NH:14][C@H:10]2[C:11](=[O:12])[O:13][C@H:9]2[CH3:32])[CH2:19][CH2:20]1)(=[O:25])[C:26]1[CH:31]=[CH:30][CH:29]=[CH:28][CH:27]=1. The catalyst class is: 2. (2) Reactant: [CH3:1][C:2]1([CH3:11])[CH2:7][CH:6]([OH:8])[CH2:5][C:4]([CH3:10])([CH3:9])[NH:3]1.[F:12][C:13]1[CH:27]=[CH:26][C:16]([CH:17]([Cl:25])[C:18]2[CH:23]=[CH:22][C:21]([F:24])=[CH:20][CH:19]=2)=[CH:15][CH:14]=1.N. Product: [ClH:25].[F:12][C:13]1[CH:14]=[CH:15][C:16]([CH:17]([C:18]2[CH:23]=[CH:22][C:21]([F:24])=[CH:20][CH:19]=2)[O:8][CH:6]2[CH2:5][C:4]([CH3:10])([CH3:9])[NH:3][C:2]([CH3:11])([CH3:1])[CH2:7]2)=[CH:26][CH:27]=1. The catalyst class is: 6. (3) Reactant: Cl[C:2]1[C:3]2[N:4]([CH2:13][CH:14]([CH3:16])[N:15]=2)[C:5]2[C:10]([N:11]=1)=[CH:9][CH:8]=[C:7]([Cl:12])[CH:6]=2.[CH3:17][N:18]1[CH2:23][CH2:22][NH:21][CH2:20][CH2:19]1.CCN(CC)CC. Product: [Cl:12][C:7]1[CH:6]=[C:5]2[C:10]([N:11]=[C:2]([N:21]3[CH2:22][CH2:23][N:18]([CH3:17])[CH2:19][CH2:20]3)[C:3]3[N:4]2[CH2:13][CH:14]([CH3:16])[N:15]=3)=[CH:9][CH:8]=1. The catalyst class is: 14. (4) Reactant: [OH:1][C:2]1[CH:9]=[CH:8][C:5]([CH:6]=[O:7])=[CH:4][C:3]=1[N+:10]([O-:12])=[O:11].C(=O)([O-])[O-].[K+].[K+].CN(C=O)C.[CH2:24](I)[CH3:25]. Product: [CH2:24]([O:1][C:2]1[CH:9]=[CH:8][C:5]([CH:6]=[O:7])=[CH:4][C:3]=1[N+:10]([O-:12])=[O:11])[CH3:25]. The catalyst class is: 6. (5) Reactant: CCN(CC)CC.I[CH:9]1[CH2:14][CH2:13][O:12][CH2:11][CH2:10]1.[CH2:15]([O:17][C:18](=[O:27])[CH2:19][C:20]1[CH:25]=[CH:24][C:23]([SH:26])=[CH:22][CH:21]=1)[CH3:16]. Product: [CH2:15]([O:17][C:18](=[O:27])[CH2:19][C:20]1[CH:25]=[CH:24][C:23]([S:26][CH:9]2[CH2:14][CH2:13][O:12][CH2:11][CH2:10]2)=[CH:22][CH:21]=1)[CH3:16]. The catalyst class is: 3. (6) Reactant: CCN(CC)CC.[C:8]([O:12][C:13](=[O:29])[N:14]([CH2:18][C:19]1[CH:24]=[C:23]([CH2:25][CH2:26][OH:27])[CH:22]=[CH:21][C:20]=1[Cl:28])[CH:15]1[CH2:17][CH2:16]1)([CH3:11])([CH3:10])[CH3:9].[C:30]1([CH3:40])[CH:35]=[CH:34][C:33]([S:36](Cl)(=[O:38])=[O:37])=[CH:32][CH:31]=1. Product: [C:8]([O:12][C:13]([N:14]([CH2:18][C:19]1[CH:24]=[C:23]([CH2:25][CH2:26][O:27][S:36]([C:33]2[CH:34]=[CH:35][C:30]([CH3:40])=[CH:31][CH:32]=2)(=[O:38])=[O:37])[CH:22]=[CH:21][C:20]=1[Cl:28])[CH:15]1[CH2:16][CH2:17]1)=[O:29])([CH3:11])([CH3:9])[CH3:10]. The catalyst class is: 79. (7) Reactant: [CH:1]12B[CH:5]([CH2:6][CH2:7][CH2:8]1)[CH2:4][CH2:3][CH2:2]2.[CH2:10]=[CH:11][CH2:12][CH2:13][CH2:14][CH2:15][CH2:16][CH2:17][CH2:18][CH2:19][CH2:20][CH2:21][CH2:22][CH3:23].Br[C:25]1[C:38]2[C:39]3=[C:40]4[C:35](=[CH:36][CH:37]=2)[CH:34]=[CH:33][C:32](Br)=[C:31]4[CH:30]=[CH:29][C:28]3=CC=1.[OH-].[Na+]. Product: [CH2:12]([C:13]1[C:1]2[C:8]3=[C:7]4[C:23](=[CH:3][CH:2]=2)[CH:22]=[CH:21][C:20]([CH2:25][CH2:38][CH2:37][CH2:36][CH2:35][CH2:34][CH2:33][CH2:32][CH2:31][CH2:40][CH2:39][CH2:28][CH2:29][CH3:30])=[C:19]4[CH:18]=[CH:17][C:16]3=[CH:15][CH:14]=1)[CH2:11][CH2:10][CH2:4][CH2:5][CH2:6][CH2:2][CH2:3][CH2:4][CH2:5][CH2:6][CH2:7][CH2:8][CH3:1]. The catalyst class is: 140. (8) Reactant: [S:1]1[C:5]2[CH:6]=[CH:7][CH:8]=[CH:9][C:4]=2[C:3]([N:10]2[CH2:15][CH2:14][N:13]([CH2:16][CH2:17][C:18]3[CH:23]=[CH:22][C:21]([NH2:24])=[CH:20][CH:19]=3)[CH2:12][CH2:11]2)=[N:2]1.[CH:25]1[CH:30]=[C:29]([CH:31]=[O:32])[C:28]([CH:33]=O)=[CH:27][CH:26]=1.C(O)(=O)C. Product: [S:1]1[C:5]2[CH:6]=[CH:7][CH:8]=[CH:9][C:4]=2[C:3]([N:10]2[CH2:11][CH2:12][N:13]([CH2:16][CH2:17][C:18]3[CH:19]=[CH:20][C:21]([N:24]4[CH2:33][C:28]5[C:29](=[CH:30][CH:25]=[CH:26][CH:27]=5)[C:31]4=[O:32])=[CH:22][CH:23]=3)[CH2:14][CH2:15]2)=[N:2]1. The catalyst class is: 10. (9) Reactant: [C:1]([CH2:3][C:4]([OH:6])=O)#N.[Cl:7][C:8]1[CH:15]=[CH:14][CH:13]=[CH:12][C:9]=1C=O.[C:16]([O-])(=O)C.[NH4+:20].[OH2:21]. Product: [C:16]([C:3](=[CH:1][C:13]1[CH:14]=[CH:15][C:8]([Cl:7])=[CH:9][CH:12]=1)[C:4]([OH:6])=[O:21])#[N:20]. The catalyst class is: 11.